This data is from Reaction yield outcomes from USPTO patents with 853,638 reactions. The task is: Predict the reaction yield, written as a fraction of the theoretical maximum amount of product (1.0 means a 100% yield; for example, 0.34 means a 34% yield). The product is [CH2:44]([C:24]1[N:25]([C:28]2[CH:43]=[CH:42][C:31]([O:32][C:33]3([CH2:38][OH:39])[CH2:34][CH2:35][CH2:36][CH2:37]3)=[CH:30][CH:29]=2)[C:26](=[O:27])[C:21]([CH2:20][C:17]2[CH:16]=[CH:15][C:14]([C:9]3[C:8]([C:6]#[N:7])=[CH:13][CH:12]=[CH:11][CH:10]=3)=[CH:19][CH:18]=2)=[C:22]([CH2:46][CH2:47][CH3:48])[N:23]=1)[CH3:45]. The reactants are [BH4-].[Na+].[Cl-].[Ca+2].[Cl-].[C:6]([C:8]1[CH:13]=[CH:12][CH:11]=[CH:10][C:9]=1[C:14]1[CH:19]=[CH:18][C:17]([CH2:20][C:21]2[C:26](=[O:27])[N:25]([C:28]3[CH:43]=[CH:42][C:31]([O:32][C:33]4([C:38](OC)=[O:39])[CH2:37][CH2:36][CH2:35][CH2:34]4)=[CH:30][CH:29]=3)[C:24]([CH2:44][CH3:45])=[N:23][C:22]=2[CH2:46][CH2:47][CH3:48])=[CH:16][CH:15]=1)#[N:7]. The yield is 0.930. The catalyst is CO.O1CCCC1.C(OCC)(=O)C.Cl.